The task is: Binary Classification. Given a miRNA mature sequence and a target amino acid sequence, predict their likelihood of interaction.. This data is from Experimentally validated miRNA-target interactions with 360,000+ pairs, plus equal number of negative samples. The miRNA is hsa-miR-146b-5p with sequence UGAGAACUGAAUUCCAUAGGCUG. The protein sequence of the target gene is MESMPSFLKDTPAWEKTAPVNGIVGQEPGTSPQDGLRHGALCLGEPAPFWRGVLSTPDSWLPPGFLQGPKDTLSLVEGEGPRNGERKGSWLGGKEGLRWKEAMLAHPLAFCGPACPPRYGPLIPEHSGGHPKSDPVAFRPLHCPFLLETKILERAPFWVPTCLPPYLMSSLPPERPYDWPLAPNPWVYSGSQPKVPSAFGLGSKGFYHKDPNILRPAKEPLAESGMLGLAPGGHLQQACESEGPSLHQRDGETGAGRQQNLCPVFLGYPDTVPRAPWPSCPPGLVHSLGNIWAGPGSNSL.... Result: 0 (no interaction).